From a dataset of Catalyst prediction with 721,799 reactions and 888 catalyst types from USPTO. Predict which catalyst facilitates the given reaction. Reactant: [Cl:1][C:2]1[N:7]=[C:6]([C:8]2[S:12][C:11]([C:13]([CH3:16])([CH3:15])[CH3:14])=[N:10][C:9]=2[C:17]2[CH:18]=[C:19]([CH:21]=[CH:22][C:23]=2[F:24])[NH2:20])[CH:5]=[CH:4][N:3]=1.N1C=CC=CC=1.[F:31][C:32]1[CH:37]=[CH:36][CH:35]=[C:34]([F:38])[C:33]=1[S:39](Cl)(=[O:41])=[O:40]. Product: [Cl:1][C:2]1[N:7]=[C:6]([C:8]2[S:12][C:11]([C:13]([CH3:16])([CH3:15])[CH3:14])=[N:10][C:9]=2[C:17]2[CH:18]=[C:19]([NH:20][S:39]([C:33]3[C:34]([F:38])=[CH:35][CH:36]=[CH:37][C:32]=3[F:31])(=[O:41])=[O:40])[CH:21]=[CH:22][C:23]=2[F:24])[CH:5]=[CH:4][N:3]=1. The catalyst class is: 2.